Predict the reactants needed to synthesize the given product. From a dataset of Full USPTO retrosynthesis dataset with 1.9M reactions from patents (1976-2016). (1) Given the product [CH3:15][O:16][C:17]1[C:22]([NH:23][C:11]([C@H:3]2[C@H:4]([C:5]3[CH:6]=[CH:7][CH:8]=[CH:9][CH:10]=3)[C:2]2([CH3:1])[CH3:14])=[O:13])=[CH:21][CH:20]=[CH:19][N:18]=1, predict the reactants needed to synthesize it. The reactants are: [CH3:1][C:2]1([CH3:14])[C@@H:4]([C:5]2[CH:10]=[CH:9][CH:8]=[CH:7][CH:6]=2)[C@@H:3]1[C:11]([OH:13])=O.[CH3:15][O:16][C:17]1[C:22]([NH2:23])=[CH:21][CH:20]=[CH:19][N:18]=1. (2) Given the product [NH2:21][C:5]1[CH:4]=[CH:3][C:2]([F:1])=[CH:7][C:6]=1[NH:8][C@@H:9]1[CH2:10][CH2:11][C@H:12]([C:15]([NH:17][CH:18]([CH3:20])[CH3:19])=[O:16])[CH2:13][CH2:14]1, predict the reactants needed to synthesize it. The reactants are: [F:1][C:2]1[CH:3]=[CH:4][C:5]([N+:21]([O-])=O)=[C:6]([NH:8][C@@H:9]2[CH2:14][CH2:13][C@H:12]([C:15]([NH:17][CH:18]([CH3:20])[CH3:19])=[O:16])[CH2:11][CH2:10]2)[CH:7]=1.C([O-])=O.[NH4+]. (3) Given the product [CH3:29][C:13]1[N:14]([CH2:23][C:24]([O:26][CH2:27][CH3:28])=[O:25])[C:15]2[CH2:16][CH2:17][C:18]([CH3:22])([CH3:21])[CH2:19][C:20]=2[C:12]=1[S:11][C:8]1[CH:9]=[CH:10][C:5]([S:2]([N:30]2[CH2:34][CH2:33][CH2:32][CH2:31]2)(=[O:4])=[O:3])=[CH:6][CH:7]=1, predict the reactants needed to synthesize it. The reactants are: Cl[S:2]([C:5]1[CH:10]=[CH:9][C:8]([S:11][C:12]2[C:20]3[CH2:19][C:18]([CH3:22])([CH3:21])[CH2:17][CH2:16][C:15]=3[N:14]([CH2:23][C:24]([O:26][CH2:27][CH3:28])=[O:25])[C:13]=2[CH3:29])=[CH:7][CH:6]=1)(=[O:4])=[O:3].[NH:30]1[CH2:34][CH2:33][CH2:32][CH2:31]1. (4) Given the product [Br:18][C:5]1[C:6]([CH3:12])=[N:7][C:8]2[C:3]([CH:4]=1)=[C:2]([F:1])[CH:11]=[CH:10][CH:9]=2, predict the reactants needed to synthesize it. The reactants are: [F:1][C:2]1[CH:11]=[CH:10][CH:9]=[C:8]2[C:3]=1[CH:4]=[C:5](N)[C:6]([CH3:12])=[N:7]2.N([O-])=O.[Na+].[BrH:18]. (5) The reactants are: [CH3:1][N:2]1[CH:7]=[CH:6][C:5]2[CH2:8][CH2:9][CH2:10][C:4]=2[C:3]1=[O:11].C1C(=O)N([Br:19])C(=O)C1. Given the product [Br:19][C:6]1[C:5]2[CH2:8][CH2:9][CH2:10][C:4]=2[C:3](=[O:11])[N:2]([CH3:1])[CH:7]=1, predict the reactants needed to synthesize it. (6) Given the product [NH:9]1[CH:13]=[C:12]([CH2:14][CH2:15][CH2:16][C:17]([NH:19][CH:20]2[CH2:25][CH2:24][N:23]([C:26]([O:28][CH2:29][C:30]3[CH:35]=[CH:34][C:33]([Cl:36])=[CH:32][C:31]=3[Cl:37])=[O:27])[CH2:22][CH2:21]2)=[O:18])[N:11]=[N:10]1, predict the reactants needed to synthesize it. The reactants are: C(OC[N:9]1[CH:13]=[C:12]([CH2:14][CH2:15][CH2:16][C:17]([NH:19][CH:20]2[CH2:25][CH2:24][N:23]([C:26]([O:28][CH2:29][C:30]3[CH:35]=[CH:34][C:33]([Cl:36])=[CH:32][C:31]=3[Cl:37])=[O:27])[CH2:22][CH2:21]2)=[O:18])[N:11]=[N:10]1)(=O)C(C)(C)C.[OH-].[Na+].Cl. (7) Given the product [ClH:38].[F:36][C:20]1[CH:21]=[C:22]([N:25]2[CH2:29][C@H:28]([CH2:30][NH:31][C:32](=[O:34])[CH3:33])[O:27][C:26]2=[O:35])[CH:23]=[CH:24][C:19]=1[C:16]1[CH:17]=[CH:18][C:13]([CH2:12][NH:7][CH2:8][CH2:9][CH2:10][F:11])=[CH:14][CH:15]=1, predict the reactants needed to synthesize it. The reactants are: C(OC(=O)[N:7]([CH2:12][C:13]1[CH:18]=[CH:17][C:16]([C:19]2[CH:24]=[CH:23][C:22]([N:25]3[CH2:29][C@H:28]([CH2:30][NH:31][C:32](=[O:34])[CH3:33])[O:27][C:26]3=[O:35])=[CH:21][C:20]=2[F:36])=[CH:15][CH:14]=1)[CH2:8][CH2:9][CH2:10][F:11])(C)(C)C.[ClH:38]. (8) Given the product [NH2:30][C:3]1[C:4]([C:25]([O:27][CH2:28][CH3:29])=[O:26])=[N:5][C:6]([C:8]2[C:16]3[C:11](=[N:12][CH:13]=[CH:14][CH:15]=3)[N:10]([CH2:17][C:18]3[CH:23]=[CH:22][CH:21]=[CH:20][C:19]=3[F:24])[N:9]=2)=[N:7][C:2]=1[NH2:1], predict the reactants needed to synthesize it. The reactants are: [NH2:1][C:2]1[N:7]=[C:6]([C:8]2[C:16]3[C:11](=[N:12][CH:13]=[CH:14][CH:15]=3)[N:10]([CH2:17][C:18]3[CH:23]=[CH:22][CH:21]=[CH:20][C:19]=3[F:24])[N:9]=2)[N:5]=[C:4]([C:25]([O:27][CH2:28][CH3:29])=[O:26])[C:3]=1[N+:30]([O-])=O. (9) Given the product [C:13]([C:9]1[S:10][CH:11]=[CH:12][C:8]=1[C:4]1[CH:3]=[C:2]([O:1][S:23]([C:22]([F:35])([F:34])[F:21])(=[O:25])=[O:24])[CH:7]=[CH:6][CH:5]=1)#[N:14], predict the reactants needed to synthesize it. The reactants are: [OH:1][C:2]1[CH:3]=[C:4]([C:8]2[CH:12]=[CH:11][S:10][C:9]=2[C:13]#[N:14])[CH:5]=[CH:6][CH:7]=1.N1C=CC=CC=1.[F:21][C:22]([F:35])([F:34])[S:23](O[S:23]([C:22]([F:35])([F:34])[F:21])(=[O:25])=[O:24])(=[O:25])=[O:24].O. (10) The reactants are: C([N:4]1[C:12]2[C:7](=[CH:8][CH:9]=[CH:10][CH:11]=2)/[C:6](=[C:13](/OCC)\[C:14]2[CH:19]=[CH:18][CH:17]=[CH:16][CH:15]=2)/[C:5]1=[O:23])(=[O:3])C.C(OC(=O)[NH:30][CH2:31][CH2:32][CH2:33][CH2:34][CH2:35][CH2:36][NH:37][C:38](=[O:46])[C:39]1[CH:44]=[CH:43][C:42]([NH2:45])=[CH:41][CH:40]=1)(C)(C)C.ClCCl. Given the product [OH-:3].[NH4+:4].[NH2:30][CH2:31][CH2:32][CH2:33][CH2:34][CH2:35][CH2:36][NH:37][C:38](=[O:46])[C:39]1[CH:44]=[CH:43][C:42]([NH:45]/[C:13](=[C:6]2\[C:5](=[O:23])[NH:4][C:12]3[C:7]\2=[CH:8][CH:9]=[CH:10][CH:11]=3)/[C:14]2[CH:15]=[CH:16][CH:17]=[CH:18][CH:19]=2)=[CH:41][CH:40]=1, predict the reactants needed to synthesize it.